Dataset: Forward reaction prediction with 1.9M reactions from USPTO patents (1976-2016). Task: Predict the product of the given reaction. (1) Given the reactants [Cl:1][C:2]1[CH:20]=[C:19]([F:21])[C:18]([N:22]2[C:27](=[O:28])[CH:26]=[C:25]([C:29]([F:32])([F:31])[F:30])[N:24]([CH3:33])[C:23]2=[O:34])=[CH:17][C:3]=1[O:4][C:5]1[C:6]([O:11][CH2:12][C:13]([O:15][CH3:16])=[O:14])=[N:7][CH:8]=[CH:9][CH:10]=1.C(=O)([O-])[O-].[Na+].[Na+].[CH:41]1(O)[CH2:45]C[CH2:43][CH2:42]1, predict the reaction product. The product is: [Cl:1][C:2]1[CH:20]=[C:19]([F:21])[C:18]([N:22]2[C:27](=[O:28])[CH:26]=[C:25]([C:29]([F:32])([F:31])[F:30])[N:24]([CH3:33])[C:23]2=[O:34])=[CH:17][C:3]=1[O:4][C:5]1[C:6]([O:11][CH2:12][C:13]([O:15][CH:16]2[CH2:43][CH2:42][CH2:41][CH2:45]2)=[O:14])=[N:7][CH:8]=[CH:9][CH:10]=1. (2) Given the reactants [C:1]([O:5][C:6](=[O:20])[NH:7][CH2:8][CH2:9][NH:10][C:11]1[CH:16]=[CH:15][CH:14]=[CH:13][C:12]=1[N+:17]([O-])=O)([CH3:4])([CH3:3])[CH3:2].NN.[O-]S([O-])(=O)=O.[Mg+2], predict the reaction product. The product is: [C:1]([O:5][C:6](=[O:20])[NH:7][CH2:8][CH2:9][NH:10][C:11]1[CH:16]=[CH:15][CH:14]=[CH:13][C:12]=1[NH2:17])([CH3:4])([CH3:2])[CH3:3]. (3) The product is: [CH2:31]([O:1][C:2]1[CH:3]=[C:4]2[C:8](=[CH:9][CH:10]=1)[NH:7][CH:6]=[C:5]2[CH2:11][CH2:12][N:13]1[C:14](=[O:23])[C:15]2[C:20](=[CH:19][CH:18]=[CH:17][CH:16]=2)[C:21]1=[O:22])[CH3:32]. Given the reactants [OH:1][C:2]1[CH:3]=[C:4]2[C:8](=[CH:9][CH:10]=1)[NH:7][CH:6]=[C:5]2[CH2:11][CH2:12][N:13]1[C:21](=[O:22])[C:20]2[C:15](=[CH:16][CH:17]=[CH:18][CH:19]=2)[C:14]1=[O:23].C(=O)([O-])[O-].[Cs+].[Cs+].I[CH2:31][CH3:32].CCOC(C)=O, predict the reaction product. (4) The product is: [CH2:12]([S:14]([C:15]1[CH:19]=[CH:18][S:17][C:16]=1[C:20]1[N:32]([CH3:33])[C:23]2=[N:24][CH:25]=[C:26]([C:28]([F:31])([F:29])[F:30])[CH:27]=[C:22]2[N:21]=1)=[O:6])[CH3:13].[CH2:2]([S:39]([C:15]1[CH:19]=[CH:18][S:17][C:16]=1[C:20]1[N:32]([CH3:33])[C:23]2=[N:24][CH:25]=[C:26]([C:28]([F:31])([F:29])[F:30])[CH:27]=[C:22]2[N:21]=1)(=[O:43])=[O:41])[CH3:11]. Given the reactants Cl[C:2]1C=C(C=C[CH:11]=1)C(OO)=[O:6].[CH2:12]([S:14][C:15]1[CH:19]=[CH:18][S:17][C:16]=1[C:20]1[N:32]([CH3:33])[C:23]2=[N:24][CH:25]=[C:26]([C:28]([F:31])([F:30])[F:29])[CH:27]=[C:22]2[N:21]=1)[CH3:13].C(=O)(O)[O-].[Na+].[S:39]([O-:43])([O-])(=[O:41])=S.[Na+].[Na+], predict the reaction product. (5) Given the reactants [NH:1]1[C:6]2[CH:7]=[CH:8][S:9][C:5]=2[C:4](=[O:10])[O:3][C:2]1=[O:11].[H-].[Na+].I[CH3:15].O, predict the reaction product. The product is: [CH3:15][N:1]1[C:6]2[CH:7]=[CH:8][S:9][C:5]=2[C:4](=[O:10])[O:3][C:2]1=[O:11]. (6) Given the reactants C([O:3][C:4]([C:6]1[N:11]=[C:10]([C:12]2[C:13]([CH3:22])=[N:14][C:15]([O:20]C)=[C:16]([CH2:18][CH3:19])[CH:17]=2)[CH:9]=[CH:8][CH:7]=1)=[O:5])C.C[Si](Cl)(C)C, predict the reaction product. The product is: [CH2:18]([C:16]1[C:15](=[O:20])[NH:14][C:13]([CH3:22])=[C:12]([C:10]2[CH:9]=[CH:8][CH:7]=[C:6]([C:4]([OH:5])=[O:3])[N:11]=2)[CH:17]=1)[CH3:19]. (7) The product is: [CH2:52]([O:51][CH:47]([O:48][CH2:49][CH3:50])[C@@H:46]([N:34]([CH2:35][C:36]1[C:45]2[C:40](=[CH:41][CH:42]=[CH:43][CH:44]=2)[CH:39]=[CH:38][CH:37]=1)[C:32](=[O:33])[C@@H:19]([NH:18][C:15](=[O:17])[CH2:14][N:2]([CH3:1])[NH:3][C:4](=[O:13])[NH:5][CH2:6][C:7]1[CH:8]=[CH:9][N:10]=[CH:11][CH:12]=1)[CH2:20][CH2:21][CH2:22][CH2:23][NH:24][C:25](=[O:31])[O:26][C:27]([CH3:29])([CH3:30])[CH3:28])[CH3:54])[CH3:53]. Given the reactants [CH3:1][N:2]([CH2:14][C:15]([OH:17])=O)[NH:3][C:4](=[O:13])[NH:5][CH2:6][C:7]1[CH:12]=[CH:11][N:10]=[CH:9][CH:8]=1.[NH2:18][C@H:19]([C:32]([N:34]([C@@H:46]([CH3:54])[CH:47]([O:51][CH2:52][CH3:53])[O:48][CH2:49][CH3:50])[CH2:35][C:36]1[C:45]2[C:40](=[CH:41][CH:42]=[CH:43][CH:44]=2)[CH:39]=[CH:38][CH:37]=1)=[O:33])[CH2:20][CH2:21][CH2:22][CH2:23][NH:24][C:25](=[O:31])[O:26][C:27]([CH3:30])([CH3:29])[CH3:28], predict the reaction product. (8) The product is: [F:23][C:24]1[CH:29]=[CH:28][C:27]([CH2:30][CH2:31][CH2:32][C:33]2[S:22][C:4]3[N:3]=[C:2]([NH2:1])[N:7]=[C:6]([N:8]4[CH2:9][CH2:10][NH:11][CH2:12][CH2:13]4)[C:5]=3[N:21]=2)=[CH:26][CH:25]=1. Given the reactants [NH2:1][C:2]1[N:7]=[C:6]([N:8]2[CH2:13][CH2:12][N:11](C(OC(C)(C)C)=O)[CH2:10][CH2:9]2)[C:5]([NH2:21])=[C:4]([SH:22])[N:3]=1.[F:23][C:24]1[CH:29]=[CH:28][C:27]([CH2:30][CH2:31][CH2:32][C:33](O)=O)=[CH:26][CH:25]=1, predict the reaction product.